Dataset: Experimentally validated miRNA-target interactions with 360,000+ pairs, plus equal number of negative samples. Task: Binary Classification. Given a miRNA mature sequence and a target amino acid sequence, predict their likelihood of interaction. (1) The miRNA is hsa-miR-367-3p with sequence AAUUGCACUUUAGCAAUGGUGA. The protein sequence of the target gene is MSEETATSDNDNSYARVRAVVMTRDDSSGGWLPLGGSGLSSVTVFRVPHQEENGCADFFIRGERLRDKMVVLECMLKKDLIYNKVTPTFHHWKIDDKKFGLTFQSPADARAFDRGIRRAIEDISLGCPASKTEAEGGDDDLQTTEEDTSRSLVKDHFFQQETVVTSEPYRSSDIRPLPFEDLNARRVYLQSQVSQIPFSQQGLDIQSRSMEYVQRQISKECGSLKSQTRVPLKSIRHVSFQDEDEIVRINPRDILIRRYADYRHPDMWKNDLERDDTDSSVPFSKQDSKKSDYLYHCGDE.... Result: 0 (no interaction). (2) The miRNA is hsa-miR-6869-5p with sequence GUGAGUAGUGGCGCGCGGCGGC. The protein sequence of the target gene is MGPRKPALRTPLLLLFLLLFLDTSVWAQDEVLENLSFSCPKDATRFKHLRKYVYNYEAESSSGVQGTADSRSATKINCKVELEVPQICGFIMRTNQCTLKEVYGFNPEGKALMKKTKNSEEFAAAMSRYELKLAIPEGKQIVLYPDKDEPKYILNIKRGIISALLVPPETEEDQQELFLDTVYGNCSTQVTVNSRKGTVPTEMSTERNLQQCDGFQPISTSVSPLALIKGLVHPLSTLISSSQTCQYTLDPKRKHVSEAVCDEQHLFLPFSYKNKYGIMTRVTQKLSLEDTPKINSRFFS.... Result: 0 (no interaction). (3) The miRNA is hsa-miR-187-5p with sequence GGCUACAACACAGGACCCGGGC. Result: 0 (no interaction). The protein sequence of the target gene is MKAQGETEESEKLSKMSSLLERLHAKFNQNRPWSETIKLVRQVMEKRVVMSSGGHQHLVSCLETLQKALKVTSLPAMTDRLESIARQNGLGSHLSASGTECYITSDMFYVEVQLDPAGQLCDVKVAHHGENPVSCPELVQQLREKNFDEFSKHLKGLVNLYNLPGDNKLKTKMYLALQSLEQDLSKMAIMYWKATNAGPLDKILHGSVGYLTPRSGGHLMNLKYYVSPSDLLDDKTASPIILHENNVSRSLGMNASVTIEGTSAVYKLPIAPLIMGSHPVDNKWTPSFSSITSANSVDLP.... (4) The miRNA is rno-let-7d-5p with sequence AGAGGUAGUAGGUUGCAUAGUU. The protein sequence of the target gene is MDGQALRKVERSRSCSQERKEGYSKDMVTDFDEKHDEYLILLQQRNRILKHLKAKDPVQLRLEHLEQGFSVYVNGANSELKTSPRKAVHTDFSRSASQAEGSQDYGRRTLFREAEEVLRRSSRTAPGKVQRRGWHQKSVQIRTEAGSRLHIEPPLDCSEDFESQEDVIGKHEDATGEHTQELRKGLGLSTSLQTQEDGSSDEYDSIEEDVLSETETEDPVLPVHNRDECPLPSHDAVQKDVPKDQELEGRHPQATDTLVVMEFNPASKGNKMDRILSAKRKENAEVFIPSKPDSVLNPQP.... Result: 0 (no interaction).